Dataset: Forward reaction prediction with 1.9M reactions from USPTO patents (1976-2016). Task: Predict the product of the given reaction. The product is: [CH2:23]([O:22][C:14]1[CH:15]=[C:16]([C:17]([O:19][CH2:20][CH3:21])=[O:18])[N:12]([CH2:11][CH2:10][CH2:9][NH:8][C:6]([O:5][C:1]([CH3:3])([CH3:4])[CH3:2])=[O:7])[N:13]=1)[C:24]1[CH:29]=[CH:28][CH:27]=[CH:26][CH:25]=1. Given the reactants [C:1]([O:5][C:6]([NH:8][CH2:9][CH2:10][CH2:11][N:12]1[C:16]([C:17]([O:19][CH2:20][CH3:21])=[O:18])=[CH:15][C:14]([OH:22])=[N:13]1)=[O:7])([CH3:4])([CH3:3])[CH3:2].[CH2:23](Br)[C:24]1[CH:29]=[CH:28][CH:27]=[CH:26][CH:25]=1, predict the reaction product.